The task is: Regression. Given two drug SMILES strings and cell line genomic features, predict the synergy score measuring deviation from expected non-interaction effect.. This data is from Merck oncology drug combination screen with 23,052 pairs across 39 cell lines. (1) Drug 1: CN(C)C(=N)N=C(N)N. Drug 2: C=CCn1c(=O)c2cnc(Nc3ccc(N4CCN(C)CC4)cc3)nc2n1-c1cccc(C(C)(C)O)n1. Cell line: OV90. Synergy scores: synergy=2.43. (2) Drug 1: O=c1[nH]cc(F)c(=O)[nH]1. Drug 2: Cn1c(=O)n(-c2ccc(C(C)(C)C#N)cc2)c2c3cc(-c4cnc5ccccc5c4)ccc3ncc21. Cell line: OVCAR3. Synergy scores: synergy=17.1. (3) Drug 1: CC1CC2C3CCC4=CC(=O)C=CC4(C)C3(F)C(O)CC2(C)C1(O)C(=O)CO. Drug 2: COC1=C2CC(C)CC(OC)C(O)C(C)C=C(C)C(OC(N)=O)C(OC)C=CC=C(C)C(=O)NC(=CC1=O)C2=O. Cell line: LOVO. Synergy scores: synergy=2.46. (4) Drug 1: NC1(c2ccc(-c3nc4ccn5c(=O)[nH]nc5c4cc3-c3ccccc3)cc2)CCC1. Drug 2: C#Cc1cccc(Nc2ncnc3cc(OCCOC)c(OCCOC)cc23)c1. Cell line: OV90. Synergy scores: synergy=14.7. (5) Drug 1: C#Cc1cccc(Nc2ncnc3cc(OCCOC)c(OCCOC)cc23)c1. Drug 2: O=C(NOCC(O)CO)c1ccc(F)c(F)c1Nc1ccc(I)cc1F. Cell line: KPL1. Synergy scores: synergy=-3.62. (6) Drug 1: N.N.O=C(O)C1(C(=O)O)CCC1.[Pt]. Drug 2: CNC(=O)c1cc(Oc2ccc(NC(=O)Nc3ccc(Cl)c(C(F)(F)F)c3)cc2)ccn1. Cell line: COLO320DM. Synergy scores: synergy=-14.6. (7) Drug 1: CCC1=CC2CN(C1)Cc1c([nH]c3ccccc13)C(C(=O)OC)(c1cc3c(cc1OC)N(C)C1C(O)(C(=O)OC)C(OC(C)=O)C4(CC)C=CCN5CCC31C54)C2. Drug 2: C#Cc1cccc(Nc2ncnc3cc(OCCOC)c(OCCOC)cc23)c1. Cell line: NCIH23. Synergy scores: synergy=5.79.